Dataset: Forward reaction prediction with 1.9M reactions from USPTO patents (1976-2016). Task: Predict the product of the given reaction. Given the reactants C([O:4][C@@H:5]1[C@@H:10]([O:11]C(=O)C)[C@H:9]([O:15]C(=O)C)[C@@H:8]([CH2:19][O:20]C(=O)C)[O:7][C@H:6]1[O:24][C:25]1[C:29]([CH2:30][C:31]2[CH:36]=[CH:35][C:34]([CH2:37][CH2:38][CH2:39][C:40](=[O:48])[NH:41][C:42]([C:45](O)=[O:46])([CH3:44])[CH3:43])=[CH:33][CH:32]=2)=[C:28]([CH:49]([CH3:51])[CH3:50])[NH:27][N:26]=1)(=O)C.[NH:52]1[CH2:57][CH2:56][NH:55][CH2:54][CH2:53]1.OCCN1CCNCC1, predict the reaction product. The product is: [C@@H:6]1([O:24][C:25]2[C:29]([CH2:30][C:31]3[CH:32]=[CH:33][C:34]([CH2:37][CH2:38][CH2:39][C:40](=[O:48])[NH:41][C:42]([C:45]([N:52]4[CH2:57][CH2:56][NH:55][CH2:54][CH2:53]4)=[O:46])([CH3:44])[CH3:43])=[CH:35][CH:36]=3)=[C:28]([CH:49]([CH3:50])[CH3:51])[NH:27][N:26]=2)[O:7][C@H:8]([CH2:19][OH:20])[C@@H:9]([OH:15])[C@H:10]([OH:11])[C@H:5]1[OH:4].